Dataset: CYP2C19 inhibition data for predicting drug metabolism from PubChem BioAssay. Task: Regression/Classification. Given a drug SMILES string, predict its absorption, distribution, metabolism, or excretion properties. Task type varies by dataset: regression for continuous measurements (e.g., permeability, clearance, half-life) or binary classification for categorical outcomes (e.g., BBB penetration, CYP inhibition). Dataset: cyp2c19_veith. (1) The compound is OCCN1CCOCCOCCN(CCO)CCN(CCO)CC1. The result is 0 (non-inhibitor). (2) The drug is Cc1ccc(C(=O)COC(=O)c2ccccc2N2C(=O)C3C4CCC(C4)C3C2=O)cc1C. The result is 1 (inhibitor). (3) The compound is CCOc1ccc2[nH]c(=O)c(CN(CCCO)Cc3nnnn3CCc3ccccc3)cc2c1. The result is 1 (inhibitor). (4) The compound is Cc1ccc(C(=O)N/N=C/c2sc(=O)n(Cc3cccc(C(=O)O)c3)c2Cl)cc1. The result is 0 (non-inhibitor). (5) The molecule is CCOC(=O)c1[nH]c(C)c(C(=O)N2CCc3ccccc32)c1C. The result is 1 (inhibitor). (6) The drug is CCCCSc1nnc(-c2ccc(C)cc2)n1C. The result is 1 (inhibitor). (7) The molecule is Cc1ccc2ncc([N+](=O)[O-])n2c1. The result is 0 (non-inhibitor). (8) The result is 1 (inhibitor). The drug is O=C(CSC1CC(=O)N(CC(c2ccccc2)c2ccccc2)C1=O)Nc1ccc(Cl)cc1. (9) The molecule is C[C@@]12CCC3=NCCN3C1=CC[C@H]1[C@@H]2CC[C@@]2(C)[C@H]1CC[C@]2(C)O. The result is 0 (non-inhibitor). (10) The molecule is Cc1n[nH]c2ccccc2c1=O. The result is 0 (non-inhibitor).